Task: Regression/Classification. Given a drug SMILES string, predict its absorption, distribution, metabolism, or excretion properties. Task type varies by dataset: regression for continuous measurements (e.g., permeability, clearance, half-life) or binary classification for categorical outcomes (e.g., BBB penetration, CYP inhibition). Dataset: cyp2c19_veith.. Dataset: CYP2C19 inhibition data for predicting drug metabolism from PubChem BioAssay (1) The drug is c1ccc2c(c1)nnn2CN1CCOCC1. The result is 0 (non-inhibitor). (2) The compound is Cc1noc(C)c1C(=O)N1CCC2(CC1)CCN(c1ncccn1)CC2. The result is 0 (non-inhibitor). (3) The drug is O=C(Oc1ccccc1)N1CCC2(CCN(Cc3ccncc3)CC2)CC1. The result is 0 (non-inhibitor). (4) The drug is COc1ccccc1CN1CC[C@@]2(CCCN(C(=O)c3cnccn3)C2)C1. The result is 0 (non-inhibitor).